Dataset: Reaction yield outcomes from USPTO patents with 853,638 reactions. Task: Predict the reaction yield, written as a fraction of the theoretical maximum amount of product (1.0 means a 100% yield; for example, 0.34 means a 34% yield). The reactants are [CH3:1][Si:2]([CH3:33])([CH3:32])[CH2:3][CH2:4][O:5][CH2:6][N:7]1[C:11]2[N:12]=[CH:13][N:14]=[C:15]([C:16]3[CH:17]=[N:18][N:19]([CH:21]([CH2:27][C:28]([O:30]C)=[O:29])[CH2:22][C:23]([O:25]C)=[O:24])[CH:20]=3)[C:10]=2[CH:9]=[CH:8]1.CO.O.[OH-].[Li+]. The catalyst is O. The product is [CH3:33][Si:2]([CH3:1])([CH3:32])[CH2:3][CH2:4][O:5][CH2:6][N:7]1[C:11]2[N:12]=[CH:13][N:14]=[C:15]([C:16]3[CH:17]=[N:18][N:19]([CH:21]([CH2:27][C:28]([OH:30])=[O:29])[CH2:22][C:23]([OH:25])=[O:24])[CH:20]=3)[C:10]=2[CH:9]=[CH:8]1. The yield is 0.800.